From a dataset of Full USPTO retrosynthesis dataset with 1.9M reactions from patents (1976-2016). Predict the reactants needed to synthesize the given product. (1) Given the product [Cl:30][C:31]1[CH:36]=[C:35]([N:11]2[C:12]3[C:17](=[CH:16][C:15]([O:19][CH:20]4[CH2:25][CH2:24][N:23]([CH:26]([CH3:27])[CH3:28])[CH2:22][CH2:21]4)=[CH:14][CH:13]=3)[CH:18]=[C:10]2[C:8]([N:5]2[CH2:6][CH2:7][C:2]([F:1])([F:29])[CH2:3][CH2:4]2)=[O:9])[CH:34]=[CH:33][N:32]=1, predict the reactants needed to synthesize it. The reactants are: [F:1][C:2]1([F:29])[CH2:7][CH2:6][N:5]([C:8]([C:10]2[NH:11][C:12]3[C:17]([CH:18]=2)=[CH:16][C:15]([O:19][CH:20]2[CH2:25][CH2:24][N:23]([CH:26]([CH3:28])[CH3:27])[CH2:22][CH2:21]2)=[CH:14][CH:13]=3)=[O:9])[CH2:4][CH2:3]1.[Cl:30][C:31]1[CH:36]=[C:35](B(O)O)[CH:34]=[CH:33][N:32]=1. (2) Given the product [NH2:1][C:2]1[C:10]([Br:11])=[CH:9][CH:8]=[CH:7][C:3]=1[C:4]([NH:20][CH2:21][CH3:22])=[O:6], predict the reactants needed to synthesize it. The reactants are: [NH2:1][C:2]1[C:10]([Br:11])=[CH:9][CH:8]=[CH:7][C:3]=1[C:4]([OH:6])=O.CN(C(O[N:20]1N=N[C:22]2C=CC=N[C:21]1=2)=[N+](C)C)C.F[P-](F)(F)(F)(F)F.C(N)C.CO. (3) Given the product [NH:14]1[C:1]([C:3]2[CH:9]=[C:8]([C:10]([F:11])([F:12])[F:13])[CH:7]=[CH:6][C:4]=2[NH2:5])=[CH:2][N:16]=[N:15]1, predict the reactants needed to synthesize it. The reactants are: [C:1]([C:3]1[CH:9]=[C:8]([C:10]([F:13])([F:12])[F:11])[CH:7]=[CH:6][C:4]=1[NH2:5])#[CH:2].[N:14]([Si](C)(C)C)=[N+:15]=[N-:16].CO.CN(C=O)C. (4) Given the product [O:16]1[C:20]2[CH:21]=[CH:22][C:23]([C:25]3([C:28]([NH:11][C:7]4[CH:6]=[C:5]5[C:10](=[CH:9][CH:8]=4)[N:2]([CH3:1])[C:3]([C:12]4([CH3:15])[CH2:13][CH2:14]4)=[CH:4]5)=[O:29])[CH2:26][CH2:27]3)=[CH:24][C:19]=2[O:18][CH2:17]1, predict the reactants needed to synthesize it. The reactants are: [CH3:1][N:2]1[C:10]2[C:5](=[CH:6][C:7]([NH2:11])=[CH:8][CH:9]=2)[CH:4]=[C:3]1[C:12]1([CH3:15])[CH2:14][CH2:13]1.[O:16]1[C:20]2[CH:21]=[CH:22][C:23]([C:25]3([C:28](O)=[O:29])[CH2:27][CH2:26]3)=[CH:24][C:19]=2[O:18][CH2:17]1.C(N(CC)CC)C.CN(C(ON1N=NC2C=CC=NC1=2)=[N+](C)C)C.F[P-](F)(F)(F)(F)F. (5) Given the product [CH3:19][NH:20][C:21]([NH:16][C:15]1[CH:17]=[CH:18][C:12]([O:11][C:9]2[C:10]3[N:2]([CH3:1])[CH:3]=[CH:4][C:5]=3[N:6]=[CH:7][N:8]=2)=[CH:13][CH:14]=1)=[O:22], predict the reactants needed to synthesize it. The reactants are: [CH3:1][N:2]1[C:10]2[C:9]([O:11][C:12]3[CH:18]=[CH:17][C:15]([NH2:16])=[CH:14][CH:13]=3)=[N:8][CH:7]=[N:6][C:5]=2[CH:4]=[CH:3]1.[CH3:19][N:20](C)[CH:21]=[O:22].O1CCCC1.CN. (6) The reactants are: [CH3:1][O:2][C:3]1[C:8]2[NH:9][C:10]([C:12]3[S:13][CH:14]=[CH:15][CH:16]=3)=[N:11][C:7]=2[C:6]([C:17]([OH:19])=O)=[CH:5][CH:4]=1.[NH2:20][CH:21]1[CH2:26][CH2:25][CH:24]([C:27]([OH:29])=[O:28])[CH2:23][CH2:22]1. Given the product [CH3:1][O:2][C:3]1[C:8]2[NH:9][C:10]([C:12]3[S:13][CH:14]=[CH:15][CH:16]=3)=[N:11][C:7]=2[C:6]([C:17]([NH:20][CH:21]2[CH2:26][CH2:25][CH:24]([C:27]([OH:29])=[O:28])[CH2:23][CH2:22]2)=[O:19])=[CH:5][CH:4]=1, predict the reactants needed to synthesize it. (7) Given the product [CH:1]([NH:4][C:5]([N:7]1[CH2:12][CH2:11][CH:10]([CH2:13][CH2:14][O:15][C:16]2[CH:17]=[CH:18][C:19]([C:20]([OH:22])=[O:21])=[CH:25][CH:26]=2)[CH2:9][CH2:8]1)=[O:6])([CH3:3])[CH3:2], predict the reactants needed to synthesize it. The reactants are: [CH:1]([NH:4][C:5]([N:7]1[CH2:12][CH2:11][CH:10]([CH2:13][CH2:14][O:15][C:16]2[CH:26]=[CH:25][C:19]([C:20]([O:22]CC)=[O:21])=[CH:18][CH:17]=2)[CH2:9][CH2:8]1)=[O:6])([CH3:3])[CH3:2].[OH-].[Na+]. (8) Given the product [CH3:17][C:16]([CH3:19])([CH3:18])[C@H:15]([NH:14][C:12](=[O:13])[C@H:11]([N:24]1[CH:28]=[CH:27][C:26]([C:29]2[CH:30]=[CH:31][C:32]([C:35]3[CH:40]=[CH:39][N:38]=[CH:37][CH:36]=3)=[CH:33][CH:34]=2)=[CH:25]1)[CH2:10][C:9]([OH:41])=[O:8])[C:20](=[O:23])[NH:21][CH3:22], predict the reactants needed to synthesize it. The reactants are: C([O:8][C:9](=[O:41])[CH2:10][C@@H:11]([N:24]1[CH:28]=[CH:27][C:26]([C:29]2[CH:34]=[CH:33][C:32]([C:35]3[CH:40]=[CH:39][N:38]=[CH:37][CH:36]=3)=[CH:31][CH:30]=2)=[CH:25]1)[C:12]([NH:14][C@H:15]([C:20](=[O:23])[NH:21][CH3:22])[C:16]([CH3:19])([CH3:18])[CH3:17])=[O:13])C1C=CC=CC=1.